Dataset: Reaction yield outcomes from USPTO patents with 853,638 reactions. Task: Predict the reaction yield, written as a fraction of the theoretical maximum amount of product (1.0 means a 100% yield; for example, 0.34 means a 34% yield). (1) The reactants are [NH2:1][C:2]([CH3:6])([CH3:5])[CH2:3][OH:4].C(N(CC)CC)C.[C:14](O[C:14]([O:16][C:17]([CH3:20])([CH3:19])[CH3:18])=[O:15])([O:16][C:17]([CH3:20])([CH3:19])[CH3:18])=[O:15]. The catalyst is CN(C=O)C.O.O. The product is [C:17]([O:16][C:14]([NH:1][C:2]([CH3:6])([CH3:5])[CH2:3][OH:4])=[O:15])([CH3:20])([CH3:19])[CH3:18]. The yield is 0.680. (2) The reactants are [F:1][C:2]1[CH:20]=[C:19]([O:21][CH2:22][C:23]2[N:24]=[C:25]([C:28]3[CH:40]=[CH:39][C:31]([C:32]([O:34]C(C)(C)C)=[O:33])=[CH:30][CH:29]=3)[S:26][CH:27]=2)[C:5]2[CH:6]=[C:7]([C:9]3[N:10]=[C:11]4[N:15]([CH:16]=3)[N:14]=[C:13]([O:17][CH3:18])[S:12]4)[O:8][C:4]=2[CH:3]=1.FC(F)(F)C(O)=O. The catalyst is ClCCl. The product is [F:1][C:2]1[CH:20]=[C:19]([O:21][CH2:22][C:23]2[N:24]=[C:25]([C:28]3[CH:40]=[CH:39][C:31]([C:32]([OH:34])=[O:33])=[CH:30][CH:29]=3)[S:26][CH:27]=2)[C:5]2[CH:6]=[C:7]([C:9]3[N:10]=[C:11]4[N:15]([CH:16]=3)[N:14]=[C:13]([O:17][CH3:18])[S:12]4)[O:8][C:4]=2[CH:3]=1. The yield is 0.870. (3) The reactants are [CH3:1][S:2]([CH2:5][CH2:6][CH2:7][O:8][C:9]1[CH:10]=[C:11]2[C:15](=[C:16]([N+:18]([O-])=O)[CH:17]=1)[NH:14][C:13]([C:21]([O:23][CH2:24][CH3:25])=[O:22])=[CH:12]2)(=[O:4])=[O:3]. The catalyst is [C].[Pd].O1CCCC1. The product is [NH2:18][C:16]1[CH:17]=[C:9]([O:8][CH2:7][CH2:6][CH2:5][S:2]([CH3:1])(=[O:4])=[O:3])[CH:10]=[C:11]2[C:15]=1[NH:14][C:13]([C:21]([O:23][CH2:24][CH3:25])=[O:22])=[CH:12]2. The yield is 0.780. (4) The catalyst is O. The yield is 0.150. The reactants are [O:1]1[CH2:5][CH2:4][CH2:3][CH2:2]1.[CH3:6][NH:7][CH:8]([C:12]1[CH:13]=[N:14][CH:15]=[CH:16][C:17]=1[C:18]([F:21])([F:20])[F:19])[CH:9]([CH3:11])[CH3:10].[C:22](Cl)(=[O:31])[CH:23]=[CH:24]C1C=CC=CC=1.[CH2:33](N(CC)CC)[CH3:34]. The product is [CH3:6][N:7]([CH:8]([C:12]1[CH:13]=[N:14][CH:15]=[CH:16][C:17]=1[C:18]([F:20])([F:19])[F:21])[CH:9]([CH3:11])[CH3:10])[C:22](=[O:31])[CH:23]=[CH:24][O:1][C:5]1[CH:34]=[CH:33][CH:2]=[CH:3][CH:4]=1.